This data is from Full USPTO retrosynthesis dataset with 1.9M reactions from patents (1976-2016). The task is: Predict the reactants needed to synthesize the given product. (1) Given the product [Cl:25][C:24]1[CH:23]=[CH:22][C:21]([O:17][C:15]2[CH:10]=[CH:11][CH:12]=[CH:13][CH:14]=2)=[CH:20][C:19]=1[NH2:18], predict the reactants needed to synthesize it. The reactants are: P([O-])([O-])([O-])=O.[K+].[K+].[K+].N1[CH:14]=[CH:13][CH:12]=[CH:11][C:10]=1[C:15]([OH:17])=O.[NH2:18][C:19]1[CH:20]=[C:21](O)[CH:22]=[CH:23][C:24]=1[Cl:25].IC1C=CC=CC=1. (2) Given the product [CH3:1][NH:2][C:3]([C:5]1[CH:6]=[CH:7][CH:8]=[C:9]2[C:13]=1[N:12]([C:26]([NH:25][C:16]1[CH:17]=[CH:18][C:19]([C:21]([F:22])([F:23])[F:24])=[CH:20][C:15]=1[CH3:14])=[O:27])[CH2:11][CH2:10]2)=[O:4], predict the reactants needed to synthesize it. The reactants are: [CH3:1][NH:2][C:3]([C:5]1[CH:6]=[CH:7][CH:8]=[C:9]2[C:13]=1[NH:12][CH2:11][CH2:10]2)=[O:4].[CH3:14][C:15]1[CH:20]=[C:19]([C:21]([F:24])([F:23])[F:22])[CH:18]=[CH:17][C:16]=1[N:25]=[C:26]=[O:27]. (3) Given the product [CH3:31][O:30][N:32]=[C:24]([OH:26])[C:23]1[CH:27]=[CH:28][C:20]([C:18]([C:5]2[C:4]([O:3][CH2:1][CH3:2])=[CH:13][C:12]3[C:11]([CH3:15])([CH3:14])[CH2:10][CH2:9][C:8]([CH3:16])([CH3:17])[C:7]=3[CH:6]=2)=[O:19])=[CH:21][CH:22]=1, predict the reactants needed to synthesize it. The reactants are: [CH2:1]([O:3][C:4]1[C:5]([C:18]([C:20]2[CH:28]=[CH:27][C:23]([C:24]([OH:26])=O)=[CH:22][CH:21]=2)=[O:19])=[CH:6][C:7]2[C:8]([CH3:17])([CH3:16])[CH2:9][CH2:10][C:11]([CH3:15])([CH3:14])[C:12]=2[CH:13]=1)[CH3:2].Cl.[O:30]([NH2:32])[CH3:31].N1C=CC=CC=1.